Task: Predict which catalyst facilitates the given reaction.. Dataset: Catalyst prediction with 721,799 reactions and 888 catalyst types from USPTO (1) Reactant: NC1(C2C=CC(C3C(=O)C4C(=CC=C(F)C=4)OC=3C3C=CC=CC=3)=CC=2)CCC1.C(OC(=O)[NH:36][C:37]1([C:41]2[CH:46]=[CH:45][C:44]([C:47]3[C:56](=[S:57])[C:55]4[C:50](=[CH:51][CH:52]=[CH:53][CH:54]=4)[O:49][C:48]=3[C:58]3[CH:63]=[CH:62][CH:61]=[CH:60][CH:59]=3)=[CH:43][CH:42]=2)[CH2:40][CH2:39][CH2:38]1)(C)(C)C.C(O)(C(F)(F)F)=O.[ClH:72]. Product: [ClH:72].[NH2:36][C:37]1([C:41]2[CH:42]=[CH:43][C:44]([C:47]3[C:56](=[S:57])[C:55]4[C:50](=[CH:51][CH:52]=[CH:53][CH:54]=4)[O:49][C:48]=3[C:58]3[CH:63]=[CH:62][CH:61]=[CH:60][CH:59]=3)=[CH:45][CH:46]=2)[CH2:38][CH2:39][CH2:40]1. The catalyst class is: 24. (2) Reactant: [Cl:1][C:2]1[CH:7]=[C:6]([N:8]=[C:9]=[S:10])[CH:5]=[C:4]([C:11]([F:14])([F:13])[F:12])[C:3]=1[C:15]1[CH:20]=[CH:19][C:18]([S:21]([CH:24]2[CH2:29][CH2:28][CH2:27][N:26]([C:30]([O:32][C:33]([CH3:36])([CH3:35])[CH3:34])=[O:31])[CH2:25]2)(=[O:23])=[O:22])=[CH:17][CH:16]=1.[N:37]#[C:38][NH2:39].[Na].[CH3:41]O.CI. Product: [Cl:1][C:2]1[CH:7]=[C:6]([N:8]([NH:37][C:38]#[N:39])[CH2:9][S:10][CH3:41])[CH:5]=[C:4]([C:11]([F:12])([F:13])[F:14])[C:3]=1[C:15]1[CH:16]=[CH:17][C:18]([S:21]([CH:24]2[CH2:29][CH2:28][CH2:27][N:26]([C:30]([O:32][C:33]([CH3:36])([CH3:35])[CH3:34])=[O:31])[CH2:25]2)(=[O:23])=[O:22])=[CH:19][CH:20]=1. The catalyst class is: 216. (3) Reactant: [O:1]1[CH2:5][CH2:4][C@H:3]([O:6][CH2:7][C:8]2[CH:13]=[CH:12][CH:11]=[CH:10][N+:9]=2[O-])[CH2:2]1.[CH3:15][N:16](C)C(Cl)=O.C[Si](C#N)(C)C.C([O-])([O-])=O.[Na+].[Na+]. Product: [O:1]1[CH2:5][CH2:4][C@H:3]([O:6][CH2:7][C:8]2[N:9]=[C:10]([C:15]#[N:16])[CH:11]=[CH:12][CH:13]=2)[CH2:2]1. The catalyst class is: 124.